This data is from Reaction yield outcomes from USPTO patents with 853,638 reactions. The task is: Predict the reaction yield, written as a fraction of the theoretical maximum amount of product (1.0 means a 100% yield; for example, 0.34 means a 34% yield). The reactants are Br[C:2]1[CH:7]=[C:6]([F:8])[CH:5]=[C:4]([Br:9])[C:3]=1[O:10][CH2:11][CH2:12]Cl.C([Li])CCC.CCCCCC. The catalyst is C1COCC1. The product is [Br:9][C:4]1[C:3]2[O:10][CH2:11][CH2:12][C:2]=2[CH:7]=[C:6]([F:8])[CH:5]=1. The yield is 0.190.